From a dataset of M1 muscarinic receptor agonist screen with 61,833 compounds. Binary Classification. Given a drug SMILES string, predict its activity (active/inactive) in a high-throughput screening assay against a specified biological target. (1) The drug is Clc1ccc(C2N=c3n([nH]cn3)C(C2)c2c(OC)cccc2)cc1. The result is 0 (inactive). (2) The compound is FC(F)(F)c1ccc(N2CCN(CC2)C(=O)c2ncccc2)nc1. The result is 0 (inactive). (3) The drug is S(=O)(=O)(Nc1c(cccc1)C)c1cc2c([nH]cc(c2=O)C(=O)N(Cc2occc2)C)cc1. The result is 0 (inactive). (4) The compound is s1c(n2c(ccc2C)C)nc2c1cc(OC)cc2. The result is 0 (inactive). (5) The drug is [nH]1nc(N)c(c1c1ccccc1)c1ccccc1. The result is 0 (inactive). (6) The drug is s1c2n(c(c3ccc(F)cc3)c1)c(SCC(=O)NCc1occc1)nn2. The result is 0 (inactive).